Dataset: NCI-60 drug combinations with 297,098 pairs across 59 cell lines. Task: Regression. Given two drug SMILES strings and cell line genomic features, predict the synergy score measuring deviation from expected non-interaction effect. (1) Synergy scores: CSS=38.7, Synergy_ZIP=5.79, Synergy_Bliss=5.23, Synergy_Loewe=-19.3, Synergy_HSA=4.69. Drug 1: C1=CC=C(C(=C1)C(C2=CC=C(C=C2)Cl)C(Cl)Cl)Cl. Drug 2: CC1CCCC2(C(O2)CC(NC(=O)CC(C(C(=O)C(C1O)C)(C)C)O)C(=CC3=CSC(=N3)C)C)C. Cell line: OVCAR-4. (2) Drug 1: C(CC(=O)O)C(=O)CN.Cl. Drug 2: C1C(C(OC1N2C=NC(=NC2=O)N)CO)O. Cell line: MDA-MB-435. Synergy scores: CSS=4.83, Synergy_ZIP=-0.462, Synergy_Bliss=0.140, Synergy_Loewe=-1.07, Synergy_HSA=-1.64. (3) Drug 1: CN1CCC(CC1)COC2=C(C=C3C(=C2)N=CN=C3NC4=C(C=C(C=C4)Br)F)OC. Drug 2: CN1C(=O)N2C=NC(=C2N=N1)C(=O)N. Cell line: HOP-92. Synergy scores: CSS=21.1, Synergy_ZIP=-2.92, Synergy_Bliss=2.01, Synergy_Loewe=-2.59, Synergy_HSA=4.46. (4) Drug 1: C1=CN(C=N1)CC(O)(P(=O)(O)O)P(=O)(O)O. Drug 2: CC(C)CN1C=NC2=C1C3=CC=CC=C3N=C2N. Cell line: SK-MEL-2. Synergy scores: CSS=10.1, Synergy_ZIP=1.82, Synergy_Bliss=-2.08, Synergy_Loewe=-1.13, Synergy_HSA=-5.32. (5) Drug 1: C1=C(C(=O)NC(=O)N1)N(CCCl)CCCl. Drug 2: CC12CCC3C(C1CCC2OP(=O)(O)O)CCC4=C3C=CC(=C4)OC(=O)N(CCCl)CCCl.[Na+]. Cell line: 786-0. Synergy scores: CSS=2.83, Synergy_ZIP=-5.82, Synergy_Bliss=-10.3, Synergy_Loewe=-24.7, Synergy_HSA=-10.1. (6) Drug 1: CN1CCC(CC1)COC2=C(C=C3C(=C2)N=CN=C3NC4=C(C=C(C=C4)Br)F)OC. Drug 2: CCN(CC)CCNC(=O)C1=C(NC(=C1C)C=C2C3=C(C=CC(=C3)F)NC2=O)C. Cell line: U251. Synergy scores: CSS=2.35, Synergy_ZIP=-2.25, Synergy_Bliss=-3.76, Synergy_Loewe=-4.71, Synergy_HSA=-3.02.